From a dataset of Peptide-MHC class II binding affinity with 134,281 pairs from IEDB. Regression. Given a peptide amino acid sequence and an MHC pseudo amino acid sequence, predict their binding affinity value. This is MHC class II binding data. (1) The MHC is DRB1_0101 with pseudo-sequence DRB1_0101. The binding affinity (normalized) is 0. The peptide sequence is AFKDCRLCFSKSRST. (2) The peptide sequence is SCWRGDSNWAQNRMK. The MHC is DRB1_1101 with pseudo-sequence DRB1_1101. The binding affinity (normalized) is 0.169. (3) The peptide sequence is LVSKLYEVVPGILTE. The MHC is DRB1_1201 with pseudo-sequence DRB1_1201. The binding affinity (normalized) is 0.402.